Dataset: Forward reaction prediction with 1.9M reactions from USPTO patents (1976-2016). Task: Predict the product of the given reaction. (1) Given the reactants [NH2:1][CH2:2][C:3]([C:6]1[CH:21]=[CH:20][C:9]([O:10][C:11]2[CH:19]=[CH:18][C:14]([C:15]([NH2:17])=[O:16])=[CH:13][N:12]=2)=[CH:8][CH:7]=1)([CH3:5])[CH3:4].[CH:22](=O)[C:23]1[CH:28]=[CH:27][CH:26]=[CH:25][CH:24]=1, predict the reaction product. The product is: [CH2:22]([NH:1][CH2:2][C:3]([C:6]1[CH:7]=[CH:8][C:9]([O:10][C:11]2[CH:19]=[CH:18][C:14]([C:15]([NH2:17])=[O:16])=[CH:13][N:12]=2)=[CH:20][CH:21]=1)([CH3:5])[CH3:4])[C:23]1[CH:28]=[CH:27][CH:26]=[CH:25][CH:24]=1. (2) Given the reactants C([NH:5][S:6]([C:9]1[S:10][C:11]([C:14]2[CH:19]=[C:18]([C:20]3[CH:25]=[C:24]([C:26]4[CH:31]=[CH:30][C:29]([C:32]([F:35])([F:34])[F:33])=[CH:28][CH:27]=4)[CH:23]=[C:22]([CH3:36])[N:21]=3)[CH:17]=[CH:16][N:15]=2)=[CH:12][CH:13]=1)(=[O:8])=[O:7])(C)(C)C.C(O)(C(F)(F)F)=O, predict the reaction product. The product is: [CH3:36][C:22]1[N:21]=[C:20]([C:18]2[CH:17]=[CH:16][N:15]=[C:14]([C:11]3[S:10][C:9]([S:6]([NH2:5])(=[O:7])=[O:8])=[CH:13][CH:12]=3)[CH:19]=2)[CH:25]=[C:24]([C:26]2[CH:31]=[CH:30][C:29]([C:32]([F:35])([F:33])[F:34])=[CH:28][CH:27]=2)[CH:23]=1. (3) Given the reactants [F:1][C:2]([F:19])([F:18])[C:3]1[CH:4]=[C:5]([O:9][C:10]2[CH:15]=[CH:14][C:13]([CH2:16][OH:17])=[CH:12][CH:11]=2)[CH:6]=[N:7][CH:8]=1.[H-].[Na+].Cl[C:23]1[CH:24]=[C:25]2[N:32]([CH3:33])[CH2:31][CH2:30][N:26]2[C:27](=[O:29])[N:28]=1, predict the reaction product. The product is: [CH3:33][N:32]1[C:25]2[N:26]([C:27](=[O:29])[N:28]=[C:23]([O:17][CH2:16][C:13]3[CH:12]=[CH:11][C:10]([O:9][C:5]4[CH:6]=[N:7][CH:8]=[C:3]([C:2]([F:18])([F:1])[F:19])[CH:4]=4)=[CH:15][CH:14]=3)[CH:24]=2)[CH2:30][CH2:31]1.